Dataset: NCI-60 drug combinations with 297,098 pairs across 59 cell lines. Task: Regression. Given two drug SMILES strings and cell line genomic features, predict the synergy score measuring deviation from expected non-interaction effect. (1) Drug 1: CCC1=CC2CC(C3=C(CN(C2)C1)C4=CC=CC=C4N3)(C5=C(C=C6C(=C5)C78CCN9C7C(C=CC9)(C(C(C8N6C)(C(=O)OC)O)OC(=O)C)CC)OC)C(=O)OC.C(C(C(=O)O)O)(C(=O)O)O. Drug 2: CC(C)(C#N)C1=CC(=CC(=C1)CN2C=NC=N2)C(C)(C)C#N. Cell line: HCT116. Synergy scores: CSS=22.4, Synergy_ZIP=-0.415, Synergy_Bliss=-3.60, Synergy_Loewe=-21.2, Synergy_HSA=-2.76. (2) Drug 1: CC1C(C(CC(O1)OC2CC(CC3=C2C(=C4C(=C3O)C(=O)C5=C(C4=O)C(=CC=C5)OC)O)(C(=O)CO)O)N)O.Cl. Drug 2: C1=CC(=CC=C1CC(C(=O)O)N)N(CCCl)CCCl.Cl. Cell line: NCI-H522. Synergy scores: CSS=29.7, Synergy_ZIP=-11.7, Synergy_Bliss=-0.199, Synergy_Loewe=0.664, Synergy_HSA=1.37. (3) Drug 1: CC1=CC2C(CCC3(C2CCC3(C(=O)C)OC(=O)C)C)C4(C1=CC(=O)CC4)C. Drug 2: CC1=C(N=C(N=C1N)C(CC(=O)N)NCC(C(=O)N)N)C(=O)NC(C(C2=CN=CN2)OC3C(C(C(C(O3)CO)O)O)OC4C(C(C(C(O4)CO)O)OC(=O)N)O)C(=O)NC(C)C(C(C)C(=O)NC(C(C)O)C(=O)NCCC5=NC(=CS5)C6=NC(=CS6)C(=O)NCCC[S+](C)C)O. Cell line: SN12C. Synergy scores: CSS=9.51, Synergy_ZIP=-2.28, Synergy_Bliss=1.13, Synergy_Loewe=-2.96, Synergy_HSA=2.32.